Dataset: Forward reaction prediction with 1.9M reactions from USPTO patents (1976-2016). Task: Predict the product of the given reaction. (1) Given the reactants [Cl:1][C:2]1[CH:3]=[C:4]([C:9]2[N:14]3[N:15]=[C:16]([NH:18][C:19]4[CH:28]=[CH:27][C:22]([C:23]([NH:25][CH3:26])=[O:24])=[CH:21][CH:20]=4)[N:17]=[C:13]3[CH:12]=[CH:11][CH:10]=2)[CH:5]=[C:6]([OH:8])[CH:7]=1.C(N(CC)CC)C.[F:36][C:37]([F:50])([F:49])[S:38](O[S:38]([C:37]([F:50])([F:49])[F:36])(=[O:40])=[O:39])(=[O:40])=[O:39], predict the reaction product. The product is: [F:36][C:37]([F:50])([F:49])[S:38]([O:8][C:6]1[CH:5]=[C:4]([C:9]2[N:14]3[N:15]=[C:16]([NH:18][C:19]4[CH:20]=[CH:21][C:22]([C:23](=[O:24])[NH:25][CH3:26])=[CH:27][CH:28]=4)[N:17]=[C:13]3[CH:12]=[CH:11][CH:10]=2)[CH:3]=[C:2]([Cl:1])[CH:7]=1)(=[O:40])=[O:39]. (2) Given the reactants C(OC([NH:11][CH2:12][C:13]1[CH:14]=[C:15]([NH:24][C:25](=[O:66])[CH2:26][O:27][C:28]2[C:33]([CH3:34])=[CH:32][C:31]([CH:35]([NH:39][C:40]3[CH:41]=[C:42]4[C:47](=[CH:48][CH:49]=3)[C:46]([N:50]([C:58]([O:60][C:61]([CH3:64])([CH3:63])[CH3:62])=[O:59])[C:51]([O:53][C:54]([CH3:57])([CH3:56])[CH3:55])=[O:52])=[N:45][CH:44]=[CH:43]4)[C:36]([OH:38])=[O:37])=[CH:30][C:29]=2[CH3:65])[CH:16]=[CH:17][C:18]=1[S:19]([CH2:22][CH3:23])(=[O:21])=[O:20])=O)C1C=CC=CC=1, predict the reaction product. The product is: [NH2:11][CH2:12][C:13]1[CH:14]=[C:15]([NH:24][C:25](=[O:66])[CH2:26][O:27][C:28]2[C:29]([CH3:65])=[CH:30][C:31]([CH:35]([NH:39][C:40]3[CH:41]=[C:42]4[C:47](=[CH:48][CH:49]=3)[C:46]([N:50]([C:58]([O:60][C:61]([CH3:64])([CH3:63])[CH3:62])=[O:59])[C:51]([O:53][C:54]([CH3:55])([CH3:57])[CH3:56])=[O:52])=[N:45][CH:44]=[CH:43]4)[C:36]([OH:38])=[O:37])=[CH:32][C:33]=2[CH3:34])[CH:16]=[CH:17][C:18]=1[S:19]([CH2:22][CH3:23])(=[O:21])=[O:20].